From a dataset of Reaction yield outcomes from USPTO patents with 853,638 reactions. Predict the reaction yield, written as a fraction of the theoretical maximum amount of product (1.0 means a 100% yield; for example, 0.34 means a 34% yield). (1) The reactants are [S:1]1[CH:5]=[CH:4][C:3](B(O)O)=[CH:2]1.Br[C:10]1[CH:28]=[CH:27][C:13]([C:14]([CH2:16][CH2:17][CH2:18][CH2:19][CH2:20][CH2:21][C:22]([O:24][CH2:25][CH3:26])=[O:23])=[O:15])=[CH:12][CH:11]=1.C1(C)C=CC=CC=1.C([O-])([O-])=O.[K+].[K+]. The catalyst is C1C=CC([P]([Pd]([P](C2C=CC=CC=2)(C2C=CC=CC=2)C2C=CC=CC=2)([P](C2C=CC=CC=2)(C2C=CC=CC=2)C2C=CC=CC=2)[P](C2C=CC=CC=2)(C2C=CC=CC=2)C2C=CC=CC=2)(C2C=CC=CC=2)C2C=CC=CC=2)=CC=1.C(O)C. The product is [CH2:25]([O:24][C:22](=[O:23])[CH2:21][CH2:20][CH2:19][CH2:18][CH2:17][CH2:16][C:14](=[O:15])[C:13]1[CH:12]=[CH:11][C:10]([C:3]2[CH:4]=[CH:5][S:1][CH:2]=2)=[CH:28][CH:27]=1)[CH3:26]. The yield is 0.200. (2) The reactants are [H-].[Na+].COP([CH2:9][C:10]([O:12][CH2:13][CH3:14])=[O:11])(OC)=O.[CH2:15]([N:22]1[CH2:26][CH2:25][C@@H:24]([NH:27][C:28]2[C:35]([F:36])=[CH:34][C:31]([CH:32]=O)=[CH:30][N:29]=2)[CH2:23]1)[C:16]1[CH:21]=[CH:20][CH:19]=[CH:18][CH:17]=1.[Na+].[Cl-]. The catalyst is C1COCC1.CCOC(C)=O. The product is [CH2:15]([N:22]1[CH2:26][CH2:25][C@@H:24]([NH:27][C:28]2[N:29]=[CH:30][C:31](/[CH:32]=[CH:9]/[C:10]([O:12][CH2:13][CH3:14])=[O:11])=[CH:34][C:35]=2[F:36])[CH2:23]1)[C:16]1[CH:21]=[CH:20][CH:19]=[CH:18][CH:17]=1. The yield is 0.360.